This data is from Full USPTO retrosynthesis dataset with 1.9M reactions from patents (1976-2016). The task is: Predict the reactants needed to synthesize the given product. Given the product [C:1]([O:5][C:6]([N:8]1[CH2:9][CH2:10][C:11]([C:21]2[CH:26]=[CH:25][C:24]([Br:27])=[CH:23][CH:22]=2)([C:14]2[CH:19]=[CH:18][C:17]([O:20][CH2:29][CH2:30][O:31][CH3:32])=[CH:16][CH:15]=2)[CH2:12][CH2:13]1)=[O:7])([CH3:4])([CH3:2])[CH3:3], predict the reactants needed to synthesize it. The reactants are: [C:1]([O:5][C:6]([N:8]1[CH2:13][CH2:12][C:11]([C:21]2[CH:26]=[CH:25][C:24]([Br:27])=[CH:23][CH:22]=2)([C:14]2[CH:19]=[CH:18][C:17]([OH:20])=[CH:16][CH:15]=2)[CH2:10][CH2:9]1)=[O:7])([CH3:4])([CH3:3])[CH3:2].Br[CH2:29][CH2:30][O:31][CH3:32].C(=O)([O-])[O-].[K+].[K+].[OH-].[Na+].